Dataset: Forward reaction prediction with 1.9M reactions from USPTO patents (1976-2016). Task: Predict the product of the given reaction. (1) Given the reactants [Cl:1][C:2]1[CH:3]=[CH:4][C:5](F)=[C:6]([CH:9]=1)[CH:7]=[O:8].[NH:11]1[CH2:16][CH2:15][O:14][CH2:13][CH2:12]1.C(=O)([O-])[O-].[K+].[K+].CS(C)=O, predict the reaction product. The product is: [Cl:1][C:2]1[CH:3]=[CH:4][C:5]([N:11]2[CH2:16][CH2:15][O:14][CH2:13][CH2:12]2)=[C:6]([CH:9]=1)[CH:7]=[O:8]. (2) Given the reactants [C:1]1([CH2:7][CH2:8][NH:9][C:10]2[S:11][CH:12]=[C:13]([CH2:15][CH2:16][CH3:17])[N:14]=2)[CH:6]=[CH:5][CH:4]=[CH:3][CH:2]=1.[H-].[Na+].Cl[CH2:21][C:22]1[CH:41]=[CH:40][C:25]([CH2:26][O:27][C:28]2[CH:33]=[CH:32][C:31]([CH2:34][CH2:35][C:36]([O:38][CH3:39])=[O:37])=[CH:30][CH:29]=2)=[CH:24][CH:23]=1.O, predict the reaction product. The product is: [C:1]1([CH2:7][CH2:8][N:9]([CH2:21][C:22]2[CH:41]=[CH:40][C:25]([CH2:26][O:27][C:28]3[CH:33]=[CH:32][C:31]([CH2:34][CH2:35][C:36]([O:38][CH3:39])=[O:37])=[CH:30][CH:29]=3)=[CH:24][CH:23]=2)[C:10]2[S:11][CH:12]=[C:13]([CH2:15][CH2:16][CH3:17])[N:14]=2)[CH:6]=[CH:5][CH:4]=[CH:3][CH:2]=1.